This data is from Catalyst prediction with 721,799 reactions and 888 catalyst types from USPTO. The task is: Predict which catalyst facilitates the given reaction. (1) Reactant: [CH:1]([C:3]1[CH:12]=[CH:11][C:6]([C:7]([O:9][CH3:10])=[O:8])=[CH:5][C:4]=1[N+]([O-])=O)=O.C([O-])([O-])=O.[K+].[K+].[C:22]([O:26][CH3:27])(=[O:25])[CH2:23][SH:24]. Product: [CH3:27][O:26][C:22]([C:23]1[S:24][C:4]2[CH:5]=[C:6]([C:7]([O:9][CH3:10])=[O:8])[CH:11]=[CH:12][C:3]=2[CH:1]=1)=[O:25]. The catalyst class is: 3. (2) Reactant: [CH3:1][N:2]([CH3:38])[C:3](=[O:37])[CH2:4][O:5][C:6]1[CH:7]=[C:8]([S:12]([N:15]2[C:19]([C:20]3[CH:25]=[CH:24][CH:23]=[CH:22][C:21]=3[F:26])=[CH:18][C:17]([CH2:27][N:28](C)[C:29](=O)OC(C)(C)C)=[CH:16]2)(=[O:14])=[O:13])[CH:9]=[CH:10][CH:11]=1.Cl. Product: [F:26][C:21]1[CH:22]=[CH:23][CH:24]=[CH:25][C:20]=1[C:19]1[N:15]([S:12]([C:8]2[CH:7]=[C:6]([CH:11]=[CH:10][CH:9]=2)[O:5][CH2:4][C:3]([N:2]([CH3:1])[CH3:38])=[O:37])(=[O:14])=[O:13])[CH:16]=[C:17]([CH2:27][NH:28][CH3:29])[CH:18]=1. The catalyst class is: 269. (3) Reactant: [CH3:1][O:2][C:3]1[CH:4]=[C:5]([CH:11]2[CH:16]([N+:17]([O-:19])=[O:18])[CH2:15][CH2:14][C:13](=[O:20])[CH2:12]2)[CH:6]=[CH:7][C:8]=1[O:9][CH3:10].C([BH-](C(CC)C)C(CC)C)(CC)C.[K+].P([O-])([O-])([O-])=O. Product: [CH3:1][O:2][C:3]1[CH:4]=[C:5]([CH:11]2[CH:16]([N+:17]([O-:19])=[O:18])[CH2:15][CH2:14][CH:13]([OH:20])[CH2:12]2)[CH:6]=[CH:7][C:8]=1[O:9][CH3:10]. The catalyst class is: 54. (4) Reactant: Cl.[F:2][C:3]1[CH:58]=[N:57][C:6]2[N:7]([C:32]3[CH:33]=[C:34]([C:38]4[CH:43]=[CH:42][C:41]([CH2:44][NH:45][CH2:46][CH2:47][N:48](C)[C:49](=O)OC(C)(C)C)=[CH:40][CH:39]=4)[CH:35]=[CH:36][CH:37]=3)[C:8](=[O:31])[N:9]([C@H:12]3[CH2:17][CH2:16][C@@H:15]([NH:18][C:19]([C:21]4[N:22]=[C:23]5[CH:28]=[CH:27][C:26]([F:29])=[CH:25][N:24]5[CH:30]=4)=[O:20])[CH2:14][CH2:13]3)[C:10](=[O:11])[C:5]=2[CH:4]=1.C(O)(=O)C. Product: [F:29][C:26]1[CH:27]=[CH:28][C:23]2[N:24]([CH:30]=[C:21]([C:19]([NH:18][C@H:15]3[CH2:14][CH2:13][C@@H:12]([N:9]4[C:10](=[O:11])[C:5]5[CH:4]=[C:3]([F:2])[CH:58]=[N:57][C:6]=5[N:7]([C:32]5[CH:33]=[C:34]([C:38]6[CH:39]=[CH:40][C:41]([CH2:44][NH:45][CH2:46][CH2:47][NH:48][CH3:49])=[CH:42][CH:43]=6)[CH:35]=[CH:36][CH:37]=5)[C:8]4=[O:31])[CH2:17][CH2:16]3)=[O:20])[N:22]=2)[CH:25]=1. The catalyst class is: 169. (5) Reactant: [Br:1][C:2]1[C:3]([CH3:11])=[CH:4][C:5](SCC)=[N:6][CH:7]=1.O[O:13][S:14]([O-:16])=O.[K+].[CH2:18]1COC[CH2:19]1. Product: [Br:1][C:2]1[C:3]([CH3:11])=[CH:4][C:5]([S:14]([CH2:18][CH3:19])(=[O:16])=[O:13])=[N:6][CH:7]=1. The catalyst class is: 6. (6) Reactant: [CH3:1][NH:2][C:3]([C:5]1[CH:9]=[CH:8][NH:7][CH:6]=1)=[O:4].[H-].[Na+].[CH3:12][C:13]([C:17]1[N:21]([CH2:22][CH:23]2[CH2:28][CH2:27][O:26][CH2:25][CH2:24]2)[C:20]2[CH:29]=[CH:30][C:31]([S:33](Cl)(=[O:35])=[O:34])=[CH:32][C:19]=2[N:18]=1)([CH3:16])[CH2:14][CH3:15]. Product: [CH3:16][C:13]([C:17]1[N:21]([CH2:22][CH:23]2[CH2:24][CH2:25][O:26][CH2:27][CH2:28]2)[C:20]2[CH:29]=[CH:30][C:31]([S:33]([N:7]3[CH:8]=[CH:9][C:5]([C:3]([NH:2][CH3:1])=[O:4])=[CH:6]3)(=[O:35])=[O:34])=[CH:32][C:19]=2[N:18]=1)([CH3:12])[CH2:14][CH3:15]. The catalyst class is: 1. (7) Reactant: [CH3:1][O:2][C:3]1[CH:4]=[C:5]([OH:12])[CH:6]=[CH:7][C:8]=1[N+:9]([O-:11])=[O:10].C([O-])([O-])=O.[K+].[K+].Cl[CH2:20][CH2:21][OH:22].CN(C=O)C. Product: [CH3:1][O:2][C:3]1[CH:4]=[C:5]([CH:6]=[CH:7][C:8]=1[N+:9]([O-:11])=[O:10])[O:12][CH2:20][CH2:21][OH:22]. The catalyst class is: 47. (8) Reactant: [CH3:1][O:2][C:3]1[CH:8]=[CH:7][C:6]([N:9]([S:25]([CH2:28][CH2:29][CH2:30][C:31]([O:33]C(C)(C)C)=[O:32])(=[O:27])=[O:26])[C:10]([C:12]2[C:21]3[C:16](=[CH:17][CH:18]=[CH:19][CH:20]=3)[N:15]=[C:14]3[S:22][CH:23]=[CH:24][C:13]=23)=[O:11])=[CH:5][CH:4]=1.C(Cl)Cl. Product: [CH3:1][O:2][C:3]1[CH:4]=[CH:5][C:6]([N:9]([S:25]([CH2:28][CH2:29][CH2:30][C:31]([OH:33])=[O:32])(=[O:26])=[O:27])[C:10]([C:12]2[C:21]3[C:16](=[CH:17][CH:18]=[CH:19][CH:20]=3)[N:15]=[C:14]3[S:22][CH:23]=[CH:24][C:13]=23)=[O:11])=[CH:7][CH:8]=1. The catalyst class is: 55. (9) Reactant: [CH3:1][C:2](=[CH:4][C:5](=[O:10])[CH2:6][CH2:7][CH2:8][CH3:9])[CH3:3].[Br:11]Br.C(N(CC)CC)C.C(OCC)C. Product: [Br:11][C:4]([C:5](=[O:10])[CH2:6][CH2:7][CH2:8][CH3:9])=[C:2]([CH3:3])[CH3:1]. The catalyst class is: 4.